Predict the reactants needed to synthesize the given product. From a dataset of Full USPTO retrosynthesis dataset with 1.9M reactions from patents (1976-2016). Given the product [NH2:22][C:21]1[C:15]2[C:16](=[CH:17][CH:18]=[CH:19][C:14]=2[O:13][CH2:12][C@H:11]([NH2:10])[CH3:23])[N:20]=[C:26]([CH3:33])[C:27]=1[C:28]([O:30][CH2:31][CH3:32])=[O:29], predict the reactants needed to synthesize it. The reactants are: C(OC(=O)[NH:10][C@H:11]([CH3:23])[CH2:12][O:13][C:14]1[CH:19]=[CH:18][CH:17]=[C:16]([NH2:20])[C:15]=1[C:21]#[N:22])C1C=CC=CC=1.O=[C:26]([CH3:33])[CH2:27][C:28]([O:30][CH2:31][CH3:32])=[O:29].